Dataset: Forward reaction prediction with 1.9M reactions from USPTO patents (1976-2016). Task: Predict the product of the given reaction. The product is: [CH3:49][O:50][C:51]1[CH:52]=[C:53]([NH:54][C:2]2[CH:3]=[N:4][CH:5]=[CH:6][C:7]=2[CH3:8])[CH:55]=[CH:56][CH:57]=1. Given the reactants Br[C:2]1[CH:3]=[N:4][CH:5]=[CH:6][C:7]=1[CH3:8].C1(P(C2CCCCC2)C2C=CC=CC=2C2C(CCC)=CC(CCC)=CC=2CCC)CCCCC1.C(=O)([O-])[O-].[Cs+].[Cs+].[CH3:49][O:50][C:51]1[CH:52]=[C:53]([CH:55]=[CH:56][CH:57]=1)[NH2:54], predict the reaction product.